Dataset: M1 muscarinic receptor antagonist screen with 61,756 compounds. Task: Binary Classification. Given a drug SMILES string, predict its activity (active/inactive) in a high-throughput screening assay against a specified biological target. (1) The compound is S(c1n(c2c(n(c(=O)n(c2=O)C)C)n1)CCC)CC(=O)Nc1c(cccc1)C(OC)=O. The result is 0 (inactive). (2) The compound is O=C1CC(CC=2NC(=C(C(C12)c1cc(OC)c(OCCO)cc1)C#N)C)(C)C. The result is 0 (inactive). (3) The molecule is O1C2=C(C(CC(c3ccccc3)C)C(=C1N)C#N)C(=O)CCC2. The result is 0 (inactive). (4) The molecule is Clc1ccc(CNC(=O)CN2CCN(C2=O)Cc2ccccc2)cc1. The result is 0 (inactive).